Dataset: Full USPTO retrosynthesis dataset with 1.9M reactions from patents (1976-2016). Task: Predict the reactants needed to synthesize the given product. (1) Given the product [I:1][C:28]1[CH:27]=[N:26][CH:25]=[C:24]2[C:29]=1[N:20]=[C:21]([C:30]([O:32][CH2:33][CH3:34])=[O:31])[CH:22]=[CH:23]2, predict the reactants needed to synthesize it. The reactants are: [I:1]N1C(=O)CCC1=O.C1(C)C=CC(S(O)(=O)=O)=CC=1.[N:20]1[C:29]2[C:24](=[CH:25][N:26]=[CH:27][CH:28]=2)[CH:23]=[CH:22][C:21]=1[C:30]([O:32][CH2:33][CH3:34])=[O:31].C(=O)([O-])[O-].[Na+].[Na+]. (2) Given the product [CH3:1][O:2][C:3](=[O:37])[C:4]([O:7][C:8]1[CH:13]=[CH:12][C:11]([CH2:14][CH2:15][CH2:16][CH:17]2[CH2:21][N:20]([CH2:22][C:23]3[CH:24]=[CH:25][C:26]([C:29]([CH3:30])([CH3:31])[CH3:32])=[CH:27][CH:28]=3)[C:19](=[O:33])[N:18]2[CH3:34])=[CH:10][C:9]=1[CH2:35][CH3:36])([CH3:5])[CH3:6], predict the reactants needed to synthesize it. The reactants are: [CH3:1][O:2][C:3](=[O:37])[C:4]([O:7][C:8]1[CH:13]=[CH:12][C:11]([CH2:14][CH2:15][CH2:16][CH:17]2[CH2:21][N:20]([CH2:22][C:23]3[CH:28]=[CH:27][C:26]([C:29]([CH3:32])([CH3:31])[CH3:30])=[CH:25][CH:24]=3)[C:19](=[O:33])[N:18]2[CH3:34])=[CH:10][C:9]=1[CH:35]=[CH2:36])([CH3:6])[CH3:5].